From a dataset of Full USPTO retrosynthesis dataset with 1.9M reactions from patents (1976-2016). Predict the reactants needed to synthesize the given product. (1) Given the product [NH2:36][C:33]1[N:34]=[CH:35][C:30]([C:27]2[CH:28]=[CH:29][C:24]([C:9]3[CH:10]=[CH:11][CH:12]=[CH:13][C:8]=3[N:2]([CH3:1])[S:3]([CH2:6][CH3:7])(=[O:4])=[O:5])=[CH:25][C:26]=2[F:37])=[N:31][CH:32]=1, predict the reactants needed to synthesize it. The reactants are: [CH3:1][N:2]([C:8]1[CH:13]=[CH:12][CH:11]=[CH:10][C:9]=1B1OC(C)(C)C(C)(C)O1)[S:3]([CH2:6][CH3:7])(=[O:5])=[O:4].Br[C:24]1[CH:29]=[CH:28][C:27]([C:30]2[N:31]=[CH:32][C:33]([NH2:36])=[N:34][CH:35]=2)=[C:26]([F:37])[CH:25]=1. (2) Given the product [NH2:1][C:2]1[N:6]([CH2:7][CH2:8][CH2:9][N:10]2[CH2:11][CH2:12][O:13][CH2:14][CH2:15]2)[C:5]([S:16][C:33]2[C:41]([I:42])=[CH:40][C:36]3[O:37][CH2:38][O:39][C:35]=3[CH:34]=2)=[N:4][C:3]=1[C:17]([NH2:19])=[O:18], predict the reactants needed to synthesize it. The reactants are: [NH2:1][C:2]1[N:6]([CH2:7][CH2:8][CH2:9][N:10]2[CH2:15][CH2:14][O:13][CH2:12][CH2:11]2)[C:5]([SH:16])=[N:4][C:3]=1[C:17]([NH2:19])=[O:18].O1CCN(CCCN=C=S)CC1.I[C:33]1[C:41]([I:42])=[CH:40][C:36]2[O:37][CH2:38][O:39][C:35]=2[CH:34]=1. (3) Given the product [CH3:20][O:19][C:16]1[N:15]=[CH:14][C:13]([C:12]2[N:6]3[C:7]([CH:8]=[N:9][C:4]([NH:30][C:31]4[CH:32]=[C:33]5[C:37](=[CH:38][CH:39]=4)[N:36]([CH3:40])[C:35](=[O:41])[CH2:34]5)=[N:5]3)=[CH:10][CH:11]=2)=[CH:18][CH:17]=1, predict the reactants needed to synthesize it. The reactants are: CS([C:4]1[N:9]=[CH:8][C:7]2=[CH:10][CH:11]=[C:12]([C:13]3[CH:14]=[N:15][C:16]([O:19][CH3:20])=[CH:17][CH:18]=3)[N:6]2[N:5]=1)=O.C(N(CC)C(C)C)(C)C.[NH2:30][C:31]1[CH:32]=[C:33]2[C:37](=[CH:38][CH:39]=1)[N:36]([CH3:40])[C:35](=[O:41])[CH2:34]2.COCC(O)C. (4) Given the product [CH3:1][O:2][C:3]1[CH:4]=[CH:5][C:6]([C:7]([NH:9][C:10]2[C:11]([NH:16][C:27](=[O:28])[C:26]3[CH:25]=[CH:24][C:23]([S:20]([CH3:19])(=[O:22])=[O:21])=[CH:31][CH:30]=3)=[CH:12][CH:13]=[CH:14][CH:15]=2)=[O:8])=[CH:17][CH:18]=1, predict the reactants needed to synthesize it. The reactants are: [CH3:1][O:2][C:3]1[CH:18]=[CH:17][C:6]([C:7]([NH:9][C:10]2[C:11]([NH2:16])=[CH:12][CH:13]=[CH:14][CH:15]=2)=[O:8])=[CH:5][CH:4]=1.[CH3:19][S:20]([C:23]1[CH:31]=[CH:30][C:26]([C:27](O)=[O:28])=[CH:25][CH:24]=1)(=[O:22])=[O:21]. (5) The reactants are: [N+:1]([C:4]1[CH:5]=[C:6]([CH:33]=[CH:34][CH:35]=1)[CH2:7][C:8]1[C:16]2[C:11](=[N:12][CH:13]=[C:14]([C:17]3[CH:18]=[N:19][CH:20]=[CH:21][CH:22]=3)[CH:15]=2)[N:10]([S:23]([C:26]2[CH:31]=[CH:30][C:29]([CH3:32])=[CH:28][CH:27]=2)(=[O:25])=[O:24])[CH:9]=1)([O-])=O.Cl. Given the product [N:19]1[CH:20]=[CH:21][CH:22]=[C:17]([C:14]2[CH:15]=[C:16]3[C:8]([CH2:7][C:6]4[CH:5]=[C:4]([NH2:1])[CH:35]=[CH:34][CH:33]=4)=[CH:9][N:10]([S:23]([C:26]4[CH:27]=[CH:28][C:29]([CH3:32])=[CH:30][CH:31]=4)(=[O:25])=[O:24])[C:11]3=[N:12][CH:13]=2)[CH:18]=1, predict the reactants needed to synthesize it. (6) Given the product [C:37]([O:35][C:6](=[O:21])[NH:7][C:8]1[C:13]([C:14]2[O:18][N:17]=[C:16]([CH2:19][Cl:24])[CH:15]=2)=[CH:12][CH:11]=[CH:10][N:9]=1)([CH3:40])([CH3:39])[CH3:38], predict the reactants needed to synthesize it. The reactants are: C(O[C:6](=[O:21])[NH:7][C:8]1[C:13]([C:14]2[O:18][N:17]=[C:16]([CH2:19]O)[CH:15]=2)=[CH:12][CH:11]=[CH:10][N:9]=1)CCC.S(Cl)([Cl:24])=O.N1C2C=CC=CC=2N=N1.[OH-:35].[Na+].[C:37](OC)([CH3:40])([CH3:39])[CH3:38].